From a dataset of Forward reaction prediction with 1.9M reactions from USPTO patents (1976-2016). Predict the product of the given reaction. (1) Given the reactants [C:1](#N)[CH3:2].[OH:4][N:5]1[C:10]([CH3:12])([CH3:11])[CH2:9][CH:8]([O:13][C:14](=[O:21])[C:15]2[CH:20]=[CH:19][CH:18]=[CH:17][CH:16]=2)[CH2:7][C:6]1([CH3:23])[CH3:22].OO.S([O-])([O-])=O.[Na+].[Na+], predict the reaction product. The product is: [CH:2]1([O:4][N:5]2[C:10]([CH3:12])([CH3:11])[CH2:9][CH:8]([O:13][C:14](=[O:21])[C:15]3[CH:20]=[CH:19][CH:18]=[CH:17][CH:16]=3)[CH2:7][C:6]2([CH3:23])[CH3:22])[CH2:1][CH2:8][CH2:7][CH2:6][CH2:22]1. (2) Given the reactants Br[C:2]1[N:7]=[CH:6][CH:5]=[CH:4][N:3]=1.C(=O)([O-])[O-].[Na+].[Na+].CC1(C)C(C)(C)OB([C:22]2[CH:23]=[C:24]([C:28]([O:30][CH3:31])=[O:29])[CH:25]=[N:26][CH:27]=2)O1, predict the reaction product. The product is: [N:3]1[CH:4]=[CH:5][CH:6]=[N:7][C:2]=1[C:22]1[CH:23]=[C:24]([C:28]([O:30][CH3:31])=[O:29])[CH:25]=[N:26][CH:27]=1. (3) Given the reactants N#N.[NH:3]1[C:7]2[CH:8]=[CH:9][CH:10]=[CH:11][C:6]=2[N:5]=[C:4]1[CH:12]([NH:22]C(=O)OC(C)(C)C)[CH2:13][C:14]1[CH:19]=[CH:18][C:17]([Br:20])=[CH:16][C:15]=1[F:21].Cl, predict the reaction product. The product is: [NH:3]1[C:7]2[CH:8]=[CH:9][CH:10]=[CH:11][C:6]=2[N:5]=[C:4]1[CH:12]([NH2:22])[CH2:13][C:14]1[CH:19]=[CH:18][C:17]([Br:20])=[CH:16][C:15]=1[F:21].